This data is from Full USPTO retrosynthesis dataset with 1.9M reactions from patents (1976-2016). The task is: Predict the reactants needed to synthesize the given product. (1) Given the product [CH3:1][O:2][C:3]1[CH:4]=[CH:5][C:6]([CH2:7][O:8][C:9]2[C:18]3[C:13](=[CH:14][CH:15]=[C:16]([C:19]([F:22])([F:21])[F:20])[CH:17]=3)[N:12]=[C:11]([C:23]#[N:25])[CH:10]=2)=[CH:26][CH:27]=1, predict the reactants needed to synthesize it. The reactants are: [CH3:1][O:2][C:3]1[CH:27]=[CH:26][C:6]([CH2:7][O:8][C:9]2[C:18]3[C:13](=[CH:14][CH:15]=[C:16]([C:19]([F:22])([F:21])[F:20])[CH:17]=3)[N:12]=[C:11]([C:23]([NH2:25])=O)[CH:10]=2)=[CH:5][CH:4]=1.FC(F)(F)C(OC(=O)C(F)(F)F)=O. (2) Given the product [NH2:32][CH:7]=[C:6]([C:9]1[N:10]([CH2:19][C:20]2[CH:25]=[CH:24][C:23]([O:26][CH3:27])=[CH:22][CH:21]=2)[CH:11]=[CH:12][C:13]=1[C:14]([O:16][CH2:17][CH3:18])=[O:15])[C:4]([O:3][CH2:1][CH3:2])=[O:5], predict the reactants needed to synthesize it. The reactants are: [CH2:1]([O:3][C:4]([C:6]([C:9]1[N:10]([CH2:19][C:20]2[CH:25]=[CH:24][C:23]([O:26][CH3:27])=[CH:22][CH:21]=2)[CH:11]=[CH:12][C:13]=1[C:14]([O:16][CH2:17][CH3:18])=[O:15])=[CH:7]O)=[O:5])[CH3:2].C([O-])(=O)C.[NH4+:32]. (3) Given the product [CH2:3]([O:7][C:8]1[CH:13]=[C:12](/[CH:14]=[C:15](\[O:20][CH3:21])/[C:16]([OH:18])=[O:17])[CH:11]=[CH:10][C:9]=1[C:22]1[CH:27]=[CH:26][CH:25]=[C:24]([NH:28][C:29]([NH:31][CH2:32][CH2:33][CH2:34][CH2:35][CH2:36][CH2:37][CH3:38])=[O:30])[CH:23]=1)[CH2:4][CH2:5][CH3:6], predict the reactants needed to synthesize it. The reactants are: [OH-].[Li+].[CH2:3]([O:7][C:8]1[CH:13]=[C:12](/[CH:14]=[C:15](\[O:20][CH3:21])/[C:16]([O:18]C)=[O:17])[CH:11]=[CH:10][C:9]=1[C:22]1[CH:27]=[CH:26][CH:25]=[C:24]([NH:28][C:29]([NH:31][CH2:32][CH2:33][CH2:34][CH2:35][CH2:36][CH2:37][CH3:38])=[O:30])[CH:23]=1)[CH2:4][CH2:5][CH3:6].O.Cl. (4) The reactants are: [C@H:1]12[CH2:6][C@H:5]1[CH2:4][NH:3][C@@H:2]2[CH2:7][NH:8][C:9]([C:11]1[N:18]2[C:14]([S:15][CH:16]=[CH:17]2)=[N:13][C:12]=1[CH3:19])=[O:10].[NH2:20][C:21]1[S:22][C:23]([C:29]2[CH:34]=[CH:33][CH:32]=[C:31]([F:35])[CH:30]=2)=[C:24]([C:26](O)=[O:27])[N:25]=1. Given the product [NH2:20][C:21]1[S:22][C:23]([C:29]2[CH:34]=[CH:33][CH:32]=[C:31]([F:35])[CH:30]=2)=[C:24]([C:26]([N:3]2[CH2:4][C@H:5]3[C@H:1]([CH2:6]3)[C@H:2]2[CH2:7][NH:8][C:9]([C:11]2[N:18]3[C:14]([S:15][CH:16]=[CH:17]3)=[N:13][C:12]=2[CH3:19])=[O:10])=[O:27])[N:25]=1, predict the reactants needed to synthesize it. (5) The reactants are: C[C:2]1[CH:10]=[C:9]([O:11][C:12]2[CH:13]=[N:14][CH:15]=[CH:16][CH:17]=2)[CH:8]=[CH:7][C:3]=1[C:4]([OH:6])=[O:5].N1C=CC=C(OC2C=CC(C(OC)=O)=CC=2)C=1.[OH-].[Na+]. Given the product [N:14]1[CH:15]=[CH:16][CH:17]=[C:12]([O:11][C:9]2[CH:10]=[CH:2][C:3]([C:4]([OH:6])=[O:5])=[CH:7][CH:8]=2)[CH:13]=1, predict the reactants needed to synthesize it. (6) Given the product [NH2:12][CH2:11][C@@H:10]([NH:9][C:7]([C:5]1[S:6][C:2]([Cl:1])=[C:3]([C:31]2[N:35]([CH3:36])[N:34]=[CH:33][CH:32]=2)[CH:4]=1)=[O:8])[CH2:23][C:24]1[CH:29]=[CH:28][CH:27]=[C:26]([F:30])[CH:25]=1, predict the reactants needed to synthesize it. The reactants are: [Cl:1][C:2]1[S:6][C:5]([C:7]([NH:9][C@@H:10]([CH2:23][C:24]2[CH:29]=[CH:28][CH:27]=[C:26]([F:30])[CH:25]=2)[CH2:11][N:12]2C(=O)C3C(=CC=CC=3)C2=O)=[O:8])=[CH:4][C:3]=1[C:31]1[N:35]([CH3:36])[N:34]=[CH:33][CH:32]=1.NN. (7) Given the product [NH2:28][C:24]1[O:25][CH2:26][CH2:27][C@@:10]2([N:23]=1)[C:9]1[CH:8]=[C:7]([C:4]3[CH2:3][CH2:2][O:1][CH2:6][CH:5]=3)[CH:20]=[C:19]([F:21])[C:18]=1[O:17][C:16]1[C:11]2=[CH:12][C:13]([NH:22][C:37]([C:34]2[CH:33]=[N:32][C:31]([O:30][CH3:29])=[CH:36][N:35]=2)=[O:38])=[CH:14][CH:15]=1, predict the reactants needed to synthesize it. The reactants are: [O:1]1[CH2:6][CH:5]=[C:4]([C:7]2[CH:20]=[C:19]([F:21])[C:18]3[O:17][C:16]4[C:11](=[CH:12][C:13]([NH2:22])=[CH:14][CH:15]=4)[C@@:10]4([CH2:27][CH2:26][O:25][C:24]([NH2:28])=[N:23]4)[C:9]=3[CH:8]=2)[CH2:3][CH2:2]1.[CH3:29][O:30][C:31]1[N:32]=[CH:33][C:34]([C:37](O)=[O:38])=[N:35][CH:36]=1.[Cl-].COC1N=C(OC)N=C([N+]2(C)CCOCC2)N=1. (8) Given the product [F:42][C:43]1[CH:50]=[C:49]([F:51])[CH:48]=[CH:47][C:44]=1[CH2:45][NH:46][C:30]([C:28]1[CH:27]=[CH:26][C:12]2[N:13]([CH2:14][C:15]3[CH:16]=[CH:17][C:18]([O:21][C:22]([F:23])([F:25])[F:24])=[CH:19][CH:20]=3)[C:9]([CH2:8][O:1][C:2]3[CH:3]=[CH:4][CH:5]=[CH:6][CH:7]=3)=[N:10][C:11]=2[CH:29]=1)=[O:31], predict the reactants needed to synthesize it. The reactants are: [O:1]([CH2:8][C:9]1[N:13]([CH2:14][C:15]2[CH:20]=[CH:19][C:18]([O:21][C:22]([F:25])([F:24])[F:23])=[CH:17][CH:16]=2)[C:12]2[CH:26]=[CH:27][C:28]([C:30](O)=[O:31])=[CH:29][C:11]=2[N:10]=1)[C:2]1[CH:7]=[CH:6][CH:5]=[CH:4][CH:3]=1.CC(C)N=C=NC(C)C.[F:42][C:43]1[CH:50]=[C:49]([F:51])[CH:48]=[CH:47][C:44]=1[CH2:45][NH2:46].